This data is from Forward reaction prediction with 1.9M reactions from USPTO patents (1976-2016). The task is: Predict the product of the given reaction. (1) Given the reactants [Cl-].[Ca+2].[Cl-].[C:4]([C:6]1[CH:15]=[CH:14][C:9]([C:10](OC)=[O:11])=[C:8]([S:16]([CH3:19])(=[O:18])=[O:17])[CH:7]=1)#[N:5].[BH4-].[Na+], predict the reaction product. The product is: [OH:11][CH2:10][C:9]1[CH:14]=[CH:15][C:6]([C:4]#[N:5])=[CH:7][C:8]=1[S:16]([CH3:19])(=[O:18])=[O:17]. (2) Given the reactants Br[C:2]1[S:10][C:9]2[C:8](=[O:11])[NH:7][C:6]3([CH2:15][CH2:14][CH2:13][CH2:12]3)[N:5]([CH2:16][CH3:17])[C:4]=2[CH:3]=1.[CH3:18][C:19]1[C:23](B2OC(C)(C)C(C)(C)O2)=[CH:22][N:21](C(OC(C)(C)C)=O)[N:20]=1.C(=O)([O-])[O-].[Na+].[Na+].COCCOC, predict the reaction product. The product is: [CH2:16]([N:5]1[C:4]2[CH:3]=[C:2]([C:23]3[CH:22]=[N:21][NH:20][C:19]=3[CH3:18])[S:10][C:9]=2[C:8](=[O:11])[NH:7][C:6]21[CH2:15][CH2:14][CH2:13][CH2:12]2)[CH3:17]. (3) Given the reactants C([O:3][C:4]([C:6]1[C:7]([C:12]2[CH:17]=[CH:16][C:15]([Cl:18])=[CH:14][C:13]=2[F:19])=[N:8][O:9][C:10]=1[CH3:11])=O)C.C(OC(C1C(C2C=CC=CC=2F)=NOC=1C)=O)C, predict the reaction product. The product is: [Cl:18][C:15]1[CH:16]=[CH:17][C:12]([C:7]2[C:6]([CH2:4][OH:3])=[C:10]([CH3:11])[O:9][N:8]=2)=[C:13]([F:19])[CH:14]=1. (4) Given the reactants [NH2:1][C@@H:2]([C:5]([OH:7])=[O:6])[CH2:3][OH:4].[CH:8](=O)[C:9]1[CH:14]=[CH:13][CH:12]=[CH:11][CH:10]=1, predict the reaction product. The product is: [CH2:8]([NH:1][C@@H:2]([C:5]([OH:7])=[O:6])[CH2:3][OH:4])[C:9]1[CH:14]=[CH:13][CH:12]=[CH:11][CH:10]=1. (5) Given the reactants [Cl:1][C:2]1[C:3]([N:17]2[CH2:22][CH2:21][CH2:20][C@@H:19]([N:23](C)[C:24](=O)OC(C)(C)C)[CH2:18]2)=[C:4]2[C:10]([NH:11][C:12]([CH:14]3[CH2:16][CH2:15]3)=[O:13])=[CH:9][NH:8][C:5]2=[N:6][CH:7]=1.C(O)(C(F)(F)F)=O, predict the reaction product. The product is: [ClH:1].[Cl:1][C:2]1[C:3]([N:17]2[CH2:22][CH2:21][CH2:20][C@@H:19]([NH:23][CH3:24])[CH2:18]2)=[C:4]2[C:10]([NH:11][C:12]([CH:14]3[CH2:15][CH2:16]3)=[O:13])=[CH:9][NH:8][C:5]2=[N:6][CH:7]=1.